The task is: Predict the reactants needed to synthesize the given product.. This data is from Full USPTO retrosynthesis dataset with 1.9M reactions from patents (1976-2016). (1) Given the product [CH3:23][C:17]1[CH:18]=[CH:19][CH:20]=[C:21]([CH3:22])[C:16]=1[N:15]1[C:14]([C:24]2[CH:29]=[CH:28][C:27]([F:30])=[CH:26][CH:25]=2)=[N:10][N:9]=[C:1]1[CH2:2][CH3:3], predict the reactants needed to synthesize it. The reactants are: [C:1](OCC)(=O)[CH2:2][CH3:3].O.[NH2:9][NH2:10].C(S[C:14]([C:24]1[CH:29]=[CH:28][C:27]([F:30])=[CH:26][CH:25]=1)=[N:15][C:16]1[C:21]([CH3:22])=[CH:20][CH:19]=[CH:18][C:17]=1[CH3:23])C. (2) Given the product [N+:24]([C:17]1[CH:16]=[CH:15][C:14]([O:13][CH2:51][C:47]2[S:46][CH:50]=[CH:49][CH:48]=2)=[CH:23][C:18]=1[C:19]([O:21][CH3:22])=[O:20])([O-:26])=[O:25], predict the reactants needed to synthesize it. The reactants are: CCOC(/N=N/C(OCC)=O)=O.[OH:13][C:14]1[CH:15]=[CH:16][C:17]([N+:24]([O-:26])=[O:25])=[C:18]([CH:23]=1)[C:19]([O:21][CH3:22])=[O:20].C1(P(C2C=CC=CC=2)C2C=CC=CC=2)C=CC=CC=1.[S:46]1[CH:50]=[CH:49][CH:48]=[C:47]1[CH2:51]O. (3) Given the product [C:1]([O:5][C:6]([NH:8][CH:9]([CH:12]=[CH2:13])[C:10]([OH:16])=[O:11])=[O:7])([CH3:4])([CH3:3])[CH3:2], predict the reactants needed to synthesize it. The reactants are: [C:1]([O:5][C:6]([NH:8][CH:9]([CH:12]=[CH2:13])[CH2:10][OH:11])=[O:7])([CH3:4])([CH3:3])[CH3:2].CC(C)=[O:16].OS(O)(=O)=O.O=[Cr](=O)=O.[Na+].[I-]. (4) Given the product [NH:30]1[CH:34]=[CH:33][N:32]=[C:23]1[C:20]1[N:8]2[C:9]3[C:14]([N:15]=[C:6]([NH:5][CH2:4][CH2:3][CH2:2][OH:1])[C:7]2=[N:22][CH:21]=1)=[CH:13][C:12]([C:16]([F:18])([F:17])[F:19])=[CH:11][CH:10]=3, predict the reactants needed to synthesize it. The reactants are: [OH:1][CH2:2][CH2:3][CH2:4][NH:5][C:6]1[C:7]2[N:8]([C:20]([CH:23]=O)=[CH:21][N:22]=2)[C:9]2[C:14]([N:15]=1)=[CH:13][C:12]([C:16]([F:19])([F:18])[F:17])=[CH:11][CH:10]=2.C(C=O)=O.N.[NH:30]1[CH:34]=[CH:33][N:32]=C1. (5) Given the product [Cl:1][C:2]1[CH:3]=[CH:4][C:5]([CH3:35])=[C:6]([C@H:8]([O:20][CH2:21][CH2:22][NH:23][C:24]([O:26][CH3:27])=[O:25])[C:9]2[CH:10]=[C:11]([CH:17]=[CH:18][CH:19]=2)[C:12]([O:14][CH2:15][CH3:16])=[O:13])[CH:7]=1, predict the reactants needed to synthesize it. The reactants are: [Cl:1][C:2]1[CH:3]=[CH:4][C:5]([CH3:35])=[C:6]([C@H:8]([O:20][CH2:21][CH2:22][N:23](C(OC(C)(C)C)=O)[C:24]([O:26][CH3:27])=[O:25])[C:9]2[CH:10]=[C:11]([CH:17]=[CH:18][CH:19]=2)[C:12]([O:14][CH2:15][CH3:16])=[O:13])[CH:7]=1.Cl. (6) The reactants are: [CH2:1]([N:3](CC)CC)C.[CH3:8][O:9][C:10]1[CH:15]=[CH:14][N+:13]([O-])=[CH:12][CH:11]=1.C[Si](C#N)(C)C. Given the product [CH3:8][O:9][C:10]1[CH:15]=[CH:14][N:13]=[C:12]([C:1]#[N:3])[CH:11]=1, predict the reactants needed to synthesize it. (7) Given the product [Cl:12][C:13]1[C:14]([N+:23]([O-:25])=[O:24])=[C:15]2[C:20](=[CH:21][CH:22]=1)[N+:19]([O-:9])=[CH:18][CH:17]=[CH:16]2, predict the reactants needed to synthesize it. The reactants are: ClC1C=CC=C(C(OO)=[O:9])C=1.[Cl:12][C:13]1[C:14]([N+:23]([O-:25])=[O:24])=[C:15]2[C:20](=[CH:21][CH:22]=1)[N:19]=[CH:18][CH:17]=[CH:16]2.C([O-])([O-])=O.[Na+].[Na+].[OH-].[Na+].